Dataset: Catalyst prediction with 721,799 reactions and 888 catalyst types from USPTO. Task: Predict which catalyst facilitates the given reaction. (1) Reactant: [CH2:1]([O:8][C:9]([N:11]1[CH2:16][CH2:15][CH:14]([C:17]([OH:19])=O)[CH2:13][CH2:12]1)=[O:10])[C:2]1[CH:7]=[CH:6][CH:5]=[CH:4][CH:3]=1.[NH2:20][C:21]1[CH:26]=[CH:25][N:24]=[CH:23][CH:22]=1.C(Cl)CCl.C1C=NC2N(O)N=NC=2C=1. Product: [N:24]1[CH:25]=[CH:26][C:21]([NH:20][C:17]([CH:14]2[CH2:13][CH2:12][N:11]([C:9]([O:8][CH2:1][C:2]3[CH:3]=[CH:4][CH:5]=[CH:6][CH:7]=3)=[O:10])[CH2:16][CH2:15]2)=[O:19])=[CH:22][CH:23]=1. The catalyst class is: 3. (2) Reactant: [F:1][C:2]1[CH:23]=[CH:22][C:5]([CH2:6][O:7][C:8]2[CH:13]=[CH:12][N:11]([C:14]3[CH:19]=[CH:18][C:17]([OH:20])=[CH:16][CH:15]=3)[C:10](=[O:21])[CH:9]=2)=[CH:4][CH:3]=1.C([O-])([O-])=O.[K+].[K+].Br[CH2:31][C:32]([CH3:36])([CH3:35])[CH2:33][OH:34].[Na+].[I-]. Product: [F:1][C:2]1[CH:3]=[CH:4][C:5]([CH2:6][O:7][C:8]2[CH:13]=[CH:12][N:11]([C:14]3[CH:19]=[CH:18][C:17]([O:20][CH2:31][C:32]([CH3:36])([CH3:35])[CH2:33][OH:34])=[CH:16][CH:15]=3)[C:10](=[O:21])[CH:9]=2)=[CH:22][CH:23]=1. The catalyst class is: 23.